Dataset: Experimentally validated miRNA-target interactions with 360,000+ pairs, plus equal number of negative samples. Task: Binary Classification. Given a miRNA mature sequence and a target amino acid sequence, predict their likelihood of interaction. (1) The miRNA is mmu-miR-127-3p with sequence UCGGAUCCGUCUGAGCUUGGCU. The protein sequence of the target gene is MAEIIQERIEDRIPELEQLERIGLFSHAEIKAIIKKASDLEYKIHRRTLLKEDFINYVQYEINLLELIQRRRARIKYSFKKDEIEYSMVHRVQGVFGRASAKWKDDVQLWLSYIVFCKKWGTKTHLSKIFSAMLAIHSNKPALWIMAAKWEMEDRLSSESARQLFLRALRFHPECPKLYQEYFRMELMHAEKLRKEKQEFEKAAMDMGDFDHPEEILKGELARIIYKNSISKIKGAEFHVSLLAIAQLFDFAKDLQKEIYDDLQALHTDDPLTWDYVARRELEIESQPGEEQPVSKQAKA.... Result: 1 (interaction). (2) The miRNA is hsa-miR-4280 with sequence GAGUGUAGUUCUGAGCAGAGC. The protein sequence of the target gene is MVSCWDTAVLPYALLGCLLLTGYGSGSKLKVPELSLKGTQHVMQAGQTLFLKCRGEAAHSWSLPTTVSQEDKRLSITPPSACGRDNRQFCSTLTLDTAQANHTGLYTCRYLPTSTSKKKKAESSIYIFVSDAGSPFIEMHTDIPKLVHMTEGRQLIIPCRVTSPNVTVTLKKFPFDTLTPDGQRITWDSRRGFIIANATYKEIGLLNCEATVNGHLYQTNYLTHRQTNTILDVQIRPPSPVRLLHGQTLVLNCTATTELNTRVQMSWNYPGKATKRASIRQRIDRSHSHNNVFHSVLKIN.... Result: 0 (no interaction). (3) Result: 0 (no interaction). The miRNA is mmu-miR-1191a with sequence CAGUCUUACUAUGUAGCCCUA. The protein sequence of the target gene is MAAAVGVRGRYELPPCSGPGWLLSLSALLSVAARGAFATTHWVVTEDGKIQQQVDSPMNLKHPHDLVILMRQEATVNYLKELEKQLVAQKIHIEENEDRDTGLEQRHNKEDPDCIKAKVPLGDLDLYDGTYITLESKDISPEDYIDTESPVPPDPEQPDCTKILELPYSIHAFQHLRGVQERVNLSAPLLPKEDPIFTYLSKRLGRSIDDIGHLIHEGLQKNTSSWVLYNMASFYWRIKNEPYQVVECAMRALHFSSRHNKDIALVNLANVLHRAHFSADAAVVVHAALDDSDFFTSYYT.... (4) Result: 0 (no interaction). The miRNA is hsa-miR-323a-3p with sequence CACAUUACACGGUCGACCUCU. The protein sequence of the target gene is MRRGGWRKRAENDGWETWGGYMAAKVQKLEEQFRSDAAMQKDGTSSTIFSGVAIYVNGYTDPSAEELRKLMMLHGGQYHVYYSRSKTTHIIATNLPNAKIKELKGEKVIRPEWIVESIKAGRLLSYIPYQLYTKQSSVQKGLSFNPVCRPEDPLPGPSNIAKQLNNRVNHIVKKIETENEVKVNGMNSWNEEDENNDFSFVDLEQTSPGRKQNGIPHPRGSTAIFNGHTPSSNGALKTQDCLVPMVNSVASRLSPAFSQEEDKAEKSSTDFRDCTLQQLQQSTRNTDALRNPHRTNSFSL....